Dataset: Catalyst prediction with 721,799 reactions and 888 catalyst types from USPTO. Task: Predict which catalyst facilitates the given reaction. (1) Reactant: [F:1][C:2]1[CH:7]=[C:6]([F:8])[C:5]([F:9])=[CH:4][C:3]=1[CH:10]1[CH2:19][CH2:18][C:13]2([O:17][CH2:16][CH2:15][O:14]2)[CH2:12][CH:11]1[C:20]([O-:22])=[O:21].[CH3:23][O-].[Na+]. Product: [F:1][C:2]1[CH:7]=[C:6]([F:8])[C:5]([F:9])=[CH:4][C:3]=1[C@@H:10]1[CH2:19][CH2:18][C:13]2([O:14][CH2:15][CH2:16][O:17]2)[CH2:12][C@H:11]1[C:20]([O:22][CH3:23])=[O:21]. The catalyst class is: 5. (2) Reactant: [H-].[Na+].[C:3]1([CH2:9][SH:10])[CH:8]=[CH:7][CH:6]=[CH:5][CH:4]=1.Br[C:12]1[CH:17]=[C:16]([CH3:18])[CH:15]=[CH:14][N:13]=1. Product: [CH2:9]([S:10][C:12]1[CH:17]=[C:16]([CH3:18])[CH:15]=[CH:14][N:13]=1)[C:3]1[CH:8]=[CH:7][CH:6]=[CH:5][CH:4]=1. The catalyst class is: 30. (3) Reactant: Cl[C:2]1[C:11]2[C:6](=[CH:7][C:8]([O:14][CH3:15])=[C:9]([O:12][CH3:13])[CH:10]=2)[N:5]=[CH:4][N:3]=1.[NH:16]1[CH2:20][CH2:19][CH:18]([OH:21])[CH2:17]1.CCN(C(C)C)C(C)C.CC([O-])(C)C.[K+].C1COCC1.[N+](C1C=CC([O:51][C:52](=O)[NH:53][C:54]2[CH:59]=[CH:58][C:57]([O:60][CH:61]3[CH2:65][CH2:64][CH2:63][CH2:62]3)=[CH:56][CH:55]=2)=CC=1)([O-])=O. Product: [CH3:13][O:12][C:9]1[CH:10]=[C:11]2[C:6](=[CH:7][C:8]=1[O:14][CH3:15])[N:5]=[CH:4][N:3]=[C:2]2[N:16]1[CH2:20][CH2:19][CH:18]([O:21][C:52](=[O:51])[NH:53][C:54]2[CH:55]=[CH:56][C:57]([O:60][CH:61]3[CH2:65][CH2:64][CH2:63][CH2:62]3)=[CH:58][CH:59]=2)[CH2:17]1. The catalyst class is: 16. (4) Reactant: [Cl:1][C:2]1[CH:3]=[C:4]([CH2:10][O:11][Si:12]([CH:19]([CH3:21])[CH3:20])([CH:16]([CH3:18])[CH3:17])[CH:13]([CH3:15])[CH3:14])[C:5]([CH2:8]Cl)=[N:6][CH:7]=1.[C:22]([N:26]1[C:30]2=[N:31][CH:32]=[CH:33][CH:34]=[C:29]2[CH2:28][C:27]1=[O:35])([CH3:25])([CH3:24])[CH3:23].[Li]. Product: [C:22]([N:26]1[C:30]2=[N:31][CH:32]=[CH:33][CH:34]=[C:29]2[CH:28]([CH2:8][C:5]2[C:4]([CH2:10][O:11][Si:12]([CH:19]([CH3:21])[CH3:20])([CH:16]([CH3:18])[CH3:17])[CH:13]([CH3:15])[CH3:14])=[CH:3][C:2]([Cl:1])=[CH:7][N:6]=2)[C:27]1=[O:35])([CH3:25])([CH3:23])[CH3:24]. The catalyst class is: 1. (5) Reactant: [F:1][CH2:2][C:3](OCC)=[O:4].[NH:8]1[CH2:13][CH2:12][O:11][CH2:10][CH2:9]1.Cl. Product: [F:1][CH2:2][C:3]([N:8]1[CH2:13][CH2:12][O:11][CH2:10][CH2:9]1)=[O:4]. The catalyst class is: 2. (6) Reactant: [S:1]1[CH:5]=[CH:4][CH:3]=[C:2]1[S:6][CH2:7][C:8](=O)[CH2:9][CH2:10][CH2:11][CH2:12][CH2:13][CH2:14][CH2:15][CH2:16][CH2:17][CH3:18]. Product: [CH2:9]([C:8]1[C:3]2[CH:4]=[CH:5][S:1][C:2]=2[S:6][CH:7]=1)[CH2:10][CH2:11][CH2:12][CH2:13][CH2:14][CH2:15][CH2:16][CH2:17][CH3:18]. The catalyst class is: 159. (7) Reactant: Cl[C:2]1[C:7]([C:8]([F:11])([F:10])[F:9])=[CH:6][N:5]=[C:4]([NH:12][C:13]2[CH:18]=[CH:17][C:16]([P:19]([CH3:22])([CH3:21])=[O:20])=[CH:15][CH:14]=2)[N:3]=1.C([N:25](CC)CC)C.NC[CH2:32][N:33]1[CH2:38][CH2:37][O:36][CH2:35][CH2:34]1. Product: [CH3:21][P:19]([C:16]1[CH:17]=[CH:18][C:13]([NH:12][C:4]2[N:3]=[C:2]([NH:25][CH2:32][N:33]3[CH2:38][CH2:37][O:36][CH2:35][CH2:34]3)[C:7]([C:8]([F:11])([F:10])[F:9])=[CH:6][N:5]=2)=[CH:14][CH:15]=1)([CH3:22])=[O:20]. The catalyst class is: 8. (8) Reactant: CC1(C)[O:7][CH2:6][CH:5]([CH2:8][CH2:9][N:10]2[CH:17]=[CH:16][C:14](=[O:15])[NH:13][C:11]2=[O:12])[CH2:4][O:3]1.[OH-].[Na+]. Product: [OH:3][CH2:4][CH:5]([CH2:6][OH:7])[CH2:8][CH2:9][N:10]1[CH:17]=[CH:16][C:14](=[O:15])[NH:13][C:11]1=[O:12]. The catalyst class is: 33. (9) Reactant: Br[C:2]1[CH:16]=[CH:15][C:5]([O:6][CH2:7][C@H:8]2[CH2:12][O:11][C:10]([CH3:14])([CH3:13])[O:9]2)=[CH:4][C:3]=1[CH:17]([F:19])[F:18].[Li]CCCC.CN([CH:28]=[O:29])C.[NH4+].[Cl-]. Product: [F:18][CH:17]([F:19])[C:3]1[CH:4]=[C:5]([O:6][CH2:7][C@H:8]2[CH2:12][O:11][C:10]([CH3:14])([CH3:13])[O:9]2)[CH:15]=[CH:16][C:2]=1[CH:28]=[O:29]. The catalyst class is: 1.